Task: Predict the product of the given reaction.. Dataset: Forward reaction prediction with 1.9M reactions from USPTO patents (1976-2016) (1) Given the reactants [NH2:1][C:2]1[CH:3]=[C:4](B(O)O)[CH:5]=[CH:6][C:7]=1[CH3:8].[N:12]1([CH2:17][C:18]2[CH:19]=[CH:20][C:21](Br)=[N:22][CH:23]=2)[CH:16]=[CH:15][N:14]=[CH:13]1, predict the reaction product. The product is: [N:12]1([CH2:17][C:18]2[CH:19]=[CH:20][C:21]([C:4]3[CH:5]=[CH:6][C:7]([CH3:8])=[C:2]([NH2:1])[CH:3]=3)=[N:22][CH:23]=2)[CH:16]=[CH:15][N:14]=[CH:13]1. (2) Given the reactants C([O:3][C:4]([C:6]1[N:7]([C:17]2[CH:22]=[CH:21][C:20]([O:23][CH:24]3[CH2:28][CH2:27][CH2:26][CH2:25]3)=[CH:19][CH:18]=2)[C:8]2[C:13]([C:14]=1[Cl:15])=[CH:12][C:11](I)=[CH:10][CH:9]=2)=[O:5])C.[CH:29]([O:32][C:33]1[CH:34]=[C:35]([CH:39]=[CH:40][CH:41]=1)[C:36](Cl)=[O:37])([CH3:31])[CH3:30], predict the reaction product. The product is: [Cl:15][C:14]1[C:13]2[C:8](=[CH:9][CH:10]=[C:11]([C:36](=[O:37])[C:35]3[CH:39]=[CH:40][CH:41]=[C:33]([O:32][CH:29]([CH3:30])[CH3:31])[CH:34]=3)[CH:12]=2)[N:7]([C:17]2[CH:22]=[CH:21][C:20]([O:23][CH:24]3[CH2:25][CH2:26][CH2:27][CH2:28]3)=[CH:19][CH:18]=2)[C:6]=1[C:4]([OH:3])=[O:5]. (3) Given the reactants C1(P(C2C=CC=CC=2)C2C=CC=CC=2)C=CC=CC=1.[Br:20][C:21]1[CH:26]=[CH:25][C:24]([C:27]2[CH:32]=[CH:31][CH:30]=[CH:29][C:28]=2[N+:33]([O-])=O)=[CH:23][CH:22]=1, predict the reaction product. The product is: [Br:20][C:21]1[CH:26]=[CH:25][C:24]2[C:27]3[C:28](=[CH:29][CH:30]=[CH:31][CH:32]=3)[NH:33][C:23]=2[CH:22]=1. (4) Given the reactants C([O:3][C:4]([C@H:6]1[CH2:11][CH2:10][C@H:9]([N:12]2[C:16]([CH3:17])=[C:15]([CH3:18])[C:14]([CH3:19])=[N:13]2)[CH2:8][CH2:7]1)=[O:5])C.[OH-].[Na+].Cl, predict the reaction product. The product is: [CH3:19][C:14]1[C:15]([CH3:18])=[C:16]([CH3:17])[N:12]([C@H:9]2[CH2:10][CH2:11][C@H:6]([C:4]([OH:5])=[O:3])[CH2:7][CH2:8]2)[N:13]=1. (5) Given the reactants B(Br)(Br)Br.[C:5]([N:13]1[C:21]2[C:16](=[CH:17][C:18]([O:22]C)=[CH:19][CH:20]=2)[C:15]([CH2:24][C:25]([OH:27])=[O:26])=[C:14]1[CH3:28])(=[O:12])[C:6]1[CH:11]=[CH:10][CH:9]=[CH:8][CH:7]=1, predict the reaction product. The product is: [C:5]([N:13]1[C:21]2[C:16](=[CH:17][C:18]([OH:22])=[CH:19][CH:20]=2)[C:15]([CH2:24][C:25]([OH:27])=[O:26])=[C:14]1[CH3:28])(=[O:12])[C:6]1[CH:7]=[CH:8][CH:9]=[CH:10][CH:11]=1.